From a dataset of Full USPTO retrosynthesis dataset with 1.9M reactions from patents (1976-2016). Predict the reactants needed to synthesize the given product. (1) Given the product [CH3:41][C:33]([O:42][CH2:43][C@@H:44]1[CH2:46][O:45]1)([CH3:32])[CH2:34][N:35]1[CH:39]=[CH:38][C:37]([NH:40][C:28]([CH:9]2[CH:8]([C:4]3[CH:5]=[CH:6][CH:7]=[C:2]([Cl:1])[C:3]=3[F:31])[C:12]([C:15]3[CH:20]=[CH:19][C:18]([Cl:21])=[CH:17][C:16]=3[F:22])([C:13]#[N:14])[CH:11]([CH2:23][C:24]([CH3:27])([CH3:26])[CH3:25])[NH:10]2)=[O:29])=[N:36]1, predict the reactants needed to synthesize it. The reactants are: [Cl:1][C:2]1[C:3]([F:31])=[C:4]([CH:8]2[C:12]([C:15]3[CH:20]=[CH:19][C:18]([Cl:21])=[CH:17][C:16]=3[F:22])([C:13]#[N:14])[CH:11]([CH2:23][C:24]([CH3:27])([CH3:26])[CH3:25])[NH:10][CH:9]2[C:28](O)=[O:29])[CH:5]=[CH:6][CH:7]=1.[CH3:32][C:33]([O:42][CH2:43][C@@H:44]1[CH2:46][O:45]1)([CH3:41])[CH2:34][N:35]1[CH:39]=[CH:38][C:37]([NH2:40])=[N:36]1.CN(C(ON1N=NC2C=CC=NC1=2)=[N+](C)C)C.F[P-](F)(F)(F)(F)F.CCN(C(C)C)C(C)C. (2) Given the product [CH3:1][S:2]([O:13][CH2:12][C:7]1[O:6][CH2:11][CH2:10][CH2:9][CH:8]=1)(=[O:4])=[O:3], predict the reactants needed to synthesize it. The reactants are: [CH3:1][S:2](Cl)(=[O:4])=[O:3].[O:6]1[CH2:11][CH2:10][CH2:9][CH:8]=[C:7]1[CH2:12][OH:13].C(N(CC)CC)C.O. (3) Given the product [CH2:16]([NH:19][C:20]1[N:21]=[C:22]([NH:30][C:1](=[O:5])[NH:35][C:31]([CH3:34])([CH3:33])[CH3:32])[C:23]2[S:28][CH:27]=[C:26]([CH3:29])[C:24]=2[N:25]=1)[CH:17]=[CH2:18], predict the reactants needed to synthesize it. The reactants are: [C:1]([O:5]C(OC(OC(C)(C)C)=O)=O)(C)(C)C.[CH2:16]([NH:19][C:20]1[N:21]=[C:22]([NH2:30])[C:23]2[S:28][CH:27]=[C:26]([CH3:29])[C:24]=2[N:25]=1)[CH:17]=[CH2:18].[C:31]([NH2:35])([CH3:34])([CH3:33])[CH3:32].C(OCC)(=O)C.CCCCCC.